This data is from Reaction yield outcomes from USPTO patents with 853,638 reactions. The task is: Predict the reaction yield, written as a fraction of the theoretical maximum amount of product (1.0 means a 100% yield; for example, 0.34 means a 34% yield). The reactants are [N+:1]([C:4]1[CH:5]=[N:6][NH:7][CH:8]=1)([O-:3])=[O:2].C[O:10][C:11](=[O:15])[CH2:12][CH2:13]Br.C(=O)([O-])[O-].[K+].[K+].[OH-].[Li+]. The catalyst is CN(C=O)C.CO. The product is [N+:1]([C:4]1[CH:5]=[N:6][N:7]([CH2:13][CH2:12][C:11]([OH:15])=[O:10])[CH:8]=1)([O-:3])=[O:2]. The yield is 1.00.